This data is from Reaction yield outcomes from USPTO patents with 853,638 reactions. The task is: Predict the reaction yield, written as a fraction of the theoretical maximum amount of product (1.0 means a 100% yield; for example, 0.34 means a 34% yield). (1) The reactants are C(=O)([O-])[O-].[Ca+2].[C:6](Cl)(Cl)=[S:7].ClCCl.O.[NH2:14][C:15]1[CH:20]=[CH:19][C:18]([S:21]([NH2:24])(=[O:23])=[O:22])=[CH:17][CH:16]=1.Cl. No catalyst specified. The product is [N:14]([C:15]1[CH:20]=[CH:19][C:18]([S:21]([NH2:24])(=[O:22])=[O:23])=[CH:17][CH:16]=1)=[C:6]=[S:7]. The yield is 0.870. (2) The reactants are [N+:1]([C:4]1[CH:22]=[CH:21][C:7]([O:8][CH2:9][C:10]2[O:14][N:13]=[C:12]([C:15]3[CH:20]=[CH:19][CH:18]=[CH:17][CH:16]=3)[N:11]=2)=[CH:6][CH:5]=1)([O-])=O.S(S([O-])=O)([O-])=O.[Na+].[Na+].C([O-])([O-])=O.[K+].[K+]. The catalyst is CO.C(Cl)Cl. The product is [NH2:1][C:4]1[CH:22]=[CH:21][C:7]([O:8][CH2:9][C:10]2[O:14][N:13]=[C:12]([C:15]3[CH:20]=[CH:19][CH:18]=[CH:17][CH:16]=3)[N:11]=2)=[CH:6][CH:5]=1. The yield is 0.510.